Task: Predict the reaction yield, written as a fraction of the theoretical maximum amount of product (1.0 means a 100% yield; for example, 0.34 means a 34% yield).. Dataset: Reaction yield outcomes from USPTO patents with 853,638 reactions (1) The reactants are O[CH2:2][C:3]1[S:7][C:6]([C:8]2[NH:9][C:10]3[C:15]([CH:16]=2)=[CH:14][CH:13]=[CH:12][C:11]=3[N:17]([CH3:26])[S:18]([C:21]2[S:22][CH:23]=[CH:24][CH:25]=2)(=[O:20])=[O:19])=[N:5][CH:4]=1.S(Cl)([Cl:29])=O.O1CCCC1. The catalyst is CN(C)C=O.O. The product is [Cl:29][CH2:2][C:3]1[S:7][C:6]([C:8]2[NH:9][C:10]3[C:15]([CH:16]=2)=[CH:14][CH:13]=[CH:12][C:11]=3[N:17]([CH3:26])[S:18]([C:21]2[S:22][CH:23]=[CH:24][CH:25]=2)(=[O:20])=[O:19])=[N:5][CH:4]=1. The yield is 0.760. (2) The yield is 0.880. The reactants are [O:1]=[C:2]1[NH:7][CH2:6][CH:5]([C:8]2[CH:18]=[CH:17][C:11]([C:12]([O:14]CC)=[O:13])=[CH:10][CH:9]=2)[CH2:4][CH2:3]1.[OH-].[Na+].Cl. The catalyst is CO. The product is [O:1]=[C:2]1[NH:7][CH2:6][CH:5]([C:8]2[CH:18]=[CH:17][C:11]([C:12]([OH:14])=[O:13])=[CH:10][CH:9]=2)[CH2:4][CH2:3]1. (3) The reactants are [N+:1]([C:4]1[CH:5]=[CH:6][C:7]([N:10]2[CH2:15][CH2:14][N:13]([C:16]([O:18][C:19]([CH3:22])([CH3:21])[CH3:20])=[O:17])[CH2:12][CH2:11]2)=[N:8][CH:9]=1)([O-])=O. The yield is 0.910. The catalyst is [Pd].CO. The product is [NH2:1][C:4]1[CH:5]=[CH:6][C:7]([N:10]2[CH2:15][CH2:14][N:13]([C:16]([O:18][C:19]([CH3:22])([CH3:21])[CH3:20])=[O:17])[CH2:12][CH2:11]2)=[N:8][CH:9]=1. (4) The reactants are [NH:1]1[C:9]2[C:4](=[CH:5][CH:6]=[CH:7][CH:8]=2)[C:3](/[CH:10]=[CH:11]/[C:12]2[CH:20]=[CH:19][CH:18]=[CH:17][C:13]=2[C:14]([OH:16])=O)=[N:2]1.[NH2:21][C:22]1[CH:27]=[C:26]([N+:28]([O-:30])=[O:29])[CH:25]=[CH:24][C:23]=1O.O.ON1C2C=CC=CC=2N=N1.C(Cl)CCl.O.C1(C)C=CC(S(O)(=O)=O)=CC=1. The catalyst is C1(C)C(C)=CC=CC=1.C(OCC)(=O)C.CCCCCC. The product is [NH:1]1[C:9]2[C:4](=[CH:5][CH:6]=[CH:7][CH:8]=2)[C:3](/[CH:10]=[CH:11]/[C:12]2[CH:20]=[CH:19][CH:18]=[CH:17][C:13]=2[C:14]2[O:16][C:23]3[CH:24]=[CH:25][C:26]([N+:28]([O-:30])=[O:29])=[CH:27][C:22]=3[N:21]=2)=[N:2]1. The yield is 0.140. (5) The reactants are [C:1](=O)([O-])[O-:2].[K+].[K+].[Cl:7][C:8]1[C:9]([O:31][C:32](=[O:36])[N:33]([CH3:35])[CH3:34])=[CH:10][C:11]2[O:16][C:15](=[O:17])[C:14]([CH2:18][C:19]3[CH:24]=[CH:23][CH:22]=[C:21]([N+:25]([O-:27])=[O:26])[CH:20]=3)=[C:13]([CH2:28]Br)[C:12]=2[CH:30]=1.CO.O. The catalyst is C1COCC1. The product is [Cl:7][C:8]1[C:9]([O:31][C:32](=[O:36])[N:33]([CH3:35])[CH3:34])=[CH:10][C:11]2[O:16][C:15](=[O:17])[C:14]([CH2:18][C:19]3[CH:24]=[CH:23][CH:22]=[C:21]([N+:25]([O-:27])=[O:26])[CH:20]=3)=[C:13]([CH2:28][O:2][CH3:1])[C:12]=2[CH:30]=1. The yield is 0.100. (6) The reactants are C(OC([NH:8][S:9]([NH:12][C:13]1[CH:18]=[CH:17][CH:16]=[C:15]([C:19]2[N:24]=[C:23]([C:25]3[CH:30]=[C:29]([C:31]4[CH:36]=[CH:35][C:34]([C:37]([F:40])([F:39])[F:38])=[CH:33][CH:32]=4)[CH:28]=[C:27]([CH3:41])[N:26]=3)[CH:22]=[CH:21][N:20]=2)[CH:14]=1)(=[O:11])=[O:10])=O)(C)(C)C.C(O)(C(F)(F)F)=O. No catalyst specified. The product is [CH3:41][C:27]1[N:26]=[C:25]([C:23]2[CH:22]=[CH:21][N:20]=[C:19]([C:15]3[CH:14]=[C:13]([NH:12][S:9]([NH2:8])(=[O:11])=[O:10])[CH:18]=[CH:17][CH:16]=3)[N:24]=2)[CH:30]=[C:29]([C:31]2[CH:36]=[CH:35][C:34]([C:37]([F:39])([F:38])[F:40])=[CH:33][CH:32]=2)[CH:28]=1. The yield is 0.780. (7) The reactants are [CH3:1][C:2]1([CH3:21])[C:11]2[C:6](=[CH:7][CH:8]=[C:9](OS(C(F)(F)F)(=O)=O)[CH:10]=2)[C:5](=[O:20])[CH2:4][CH2:3]1.[CH3:22][Si:23](C#C)([CH3:25])[CH3:24].[CH2:28](N(CC)CC)[CH3:29]. The catalyst is O1CCCC1.C(OCC)C.[Cu]I.Cl[Pd](Cl)([P](C1C=CC=CC=1)(C1C=CC=CC=1)C1C=CC=CC=1)[P](C1C=CC=CC=1)(C1C=CC=CC=1)C1C=CC=CC=1. The product is [CH3:1][C:2]1([CH3:21])[C:11]2[C:6](=[CH:7][CH:8]=[C:9]([Si:23]([CH3:25])([CH3:24])[CH3:22])[CH:10]=2)[C:5](=[O:20])[CH:4]([C:28]#[CH:29])[CH2:3]1. The yield is 0.720.